From a dataset of Reaction yield outcomes from USPTO patents with 853,638 reactions. Predict the reaction yield, written as a fraction of the theoretical maximum amount of product (1.0 means a 100% yield; for example, 0.34 means a 34% yield). (1) The reactants are [CH3:1][O:2][CH2:3][CH2:4][NH:5][CH3:6].Cl[CH2:8][C:9]1[CH:39]=[CH:38][C:12]([C:13]([NH:15][C:16]2[S:17][C:18]3[C:24]([C:25]4[N:26]=[C:27]([N:30]5[CH2:35][CH2:34][O:33][CH2:32][CH2:31]5)[S:28][CH:29]=4)=[CH:23][CH:22]=[C:21]([O:36][CH3:37])[C:19]=3[N:20]=2)=[O:14])=[CH:11][CH:10]=1. The catalyst is C1COCC1. The product is [CH3:1][O:2][CH2:3][CH2:4][N:5]([CH2:8][C:9]1[CH:10]=[CH:11][C:12]([C:13]([NH:15][C:16]2[S:17][C:18]3[C:24]([C:25]4[N:26]=[C:27]([N:30]5[CH2:31][CH2:32][O:33][CH2:34][CH2:35]5)[S:28][CH:29]=4)=[CH:23][CH:22]=[C:21]([O:36][CH3:37])[C:19]=3[N:20]=2)=[O:14])=[CH:38][CH:39]=1)[CH3:6]. The yield is 0.790. (2) The reactants are [N:1]([CH:4]([C:10]1[CH:20]=[CH:19][CH:18]=[CH:17][C:11]=1[C:12](OCC)=[O:13])[C:5]([O:7][CH2:8][CH3:9])=[O:6])=[N+]=[N-].C1CC=CCC=1.[Al].CCOC(C)=O. The catalyst is CCO.[Pd]. The product is [O:13]=[C:12]1[C:11]2[C:10](=[CH:20][CH:19]=[CH:18][CH:17]=2)[CH:4]([C:5]([O:7][CH2:8][CH3:9])=[O:6])[NH:1]1. The yield is 0.713. (3) The reactants are [CH3:1][O:2][C:3]1[CH:12]=[CH:11][C:6]2[C:7](=[O:10])[CH2:8][O:9][C:5]=2[C:4]=1/[CH:13]=[CH:14]\[CH2:15][N:16]1[CH2:21][CH2:20][N:19]([C:22]([O:24][C:25]([CH3:28])([CH3:27])[CH3:26])=[O:23])[CH2:18][CH2:17]1.[NH:29]1[C:37]2[C:32](=[CH:33][CH:34]=[CH:35][CH:36]=2)[C:31]([CH:38]=O)=[N:30]1.N1CCCCC1. The catalyst is CO. The product is [NH:29]1[C:37]2[C:32](=[CH:33][CH:34]=[CH:35][CH:36]=2)[C:31](/[CH:38]=[C:8]2\[O:9][C:5]3[C:4](/[CH:13]=[CH:14]\[CH2:15][N:16]4[CH2:17][CH2:18][N:19]([C:22]([O:24][C:25]([CH3:28])([CH3:27])[CH3:26])=[O:23])[CH2:20][CH2:21]4)=[C:3]([O:2][CH3:1])[CH:12]=[CH:11][C:6]=3[C:7]\2=[O:10])=[N:30]1. The yield is 0.380. (4) The reactants are [F:1][C:2]([F:22])([F:21])[C:3]1[N:8]=[CH:7][C:6]([CH2:9][NH:10][C:11]2[C:12]3[CH2:20][NH:19][CH2:18][CH2:17][C:13]=3[N:14]=[CH:15][N:16]=2)=[CH:5][CH:4]=1.[Br:23][C:24]1[CH:25]=[CH:26][C:27](F)=[C:28]([CH:31]=1)[C:29]#[N:30].C(N(CC)C(C)C)(C)C.C(#N)C. The catalyst is CCOC(C)=O. The product is [Br:23][C:24]1[CH:25]=[CH:26][C:27]([N:19]2[CH2:18][CH2:17][C:13]3[N:14]=[CH:15][N:16]=[C:11]([NH:10][CH2:9][C:6]4[CH:7]=[N:8][C:3]([C:2]([F:21])([F:1])[F:22])=[CH:4][CH:5]=4)[C:12]=3[CH2:20]2)=[C:28]([CH:31]=1)[C:29]#[N:30]. The yield is 0.570. (5) The reactants are [Br:1][C:2]1[CH:6]=[N:5][N:4]([CH3:7])[C:3]=1[C:8]1[CH:9]=[C:10]([NH2:16])[CH:11]=[CH:12][C:13]=1[O:14][CH3:15].[CH2:17]([N:24]=[C:25]=[O:26])[C:18]1[CH:23]=[CH:22][CH:21]=[CH:20][CH:19]=1. The catalyst is C(Cl)Cl. The product is [CH2:17]([NH:24][C:25]([NH:16][C:10]1[CH:11]=[CH:12][C:13]([O:14][CH3:15])=[C:8]([C:3]2[N:4]([CH3:7])[N:5]=[CH:6][C:2]=2[Br:1])[CH:9]=1)=[O:26])[C:18]1[CH:23]=[CH:22][CH:21]=[CH:20][CH:19]=1. The yield is 0.620. (6) The reactants are [CH:1]([C:3]1[S:4][CH:5]=[CH:6][C:7]=1B(O)O)=[O:2].Br[CH2:12][C:13]1[CH:18]=[CH:17][CH:16]=[C:15]([Cl:19])[CH:14]=1.C([O-])([O-])=O.[Na+].[Na+].O. The catalyst is O1CCOCC1.C1C=CC([P]([Pd]([P](C2C=CC=CC=2)(C2C=CC=CC=2)C2C=CC=CC=2)([P](C2C=CC=CC=2)(C2C=CC=CC=2)C2C=CC=CC=2)[P](C2C=CC=CC=2)(C2C=CC=CC=2)C2C=CC=CC=2)(C2C=CC=CC=2)C2C=CC=CC=2)=CC=1. The product is [Cl:19][C:15]1[CH:14]=[C:13]([CH:18]=[CH:17][CH:16]=1)[CH2:12][C:7]1[CH:6]=[CH:5][S:4][C:3]=1[CH:1]=[O:2]. The yield is 0.840. (7) The reactants are [NH2:1][CH:2]1[CH2:6][NH:5][C:4](=[O:7])[CH2:3]1.C1COCC1.CCN(C(C)C)C(C)C.[Br:22][C:23]1[CH:28]=[CH:27][C:26]([S:29](Cl)(=[O:31])=[O:30])=[C:25]([CH2:33][CH3:34])[CH:24]=1. The catalyst is O.CCOC(C)=O. The product is [Br:22][C:23]1[CH:28]=[CH:27][C:26]([S:29]([NH:1][CH:2]2[CH2:3][C:4](=[O:7])[NH:5][CH2:6]2)(=[O:31])=[O:30])=[C:25]([CH2:33][CH3:34])[CH:24]=1. The yield is 0.280. (8) The reactants are Cl.[CH3:2][NH:3][C:4]1[CH:5]=[CH:6][CH:7]=[C:8]2[C:12]=1[NH:11][C:10]([C:13]1[S:14][CH:15]=[CH:16][N:17]=1)=[CH:9]2.[CH3:18][N:19]([CH3:24])[S:20](Cl)(=[O:22])=[O:21]. The catalyst is N1C=CC=CC=1. The product is [CH3:18][N:19]([CH3:24])[S:20]([N:3]([CH3:2])[C:4]1[CH:5]=[CH:6][CH:7]=[C:8]2[C:12]=1[NH:11][C:10]([C:13]1[S:14][CH:15]=[CH:16][N:17]=1)=[CH:9]2)(=[O:22])=[O:21]. The yield is 0.690. (9) The reactants are [P:1]([O-:30])([O-:29])([O:3][CH2:4][N:5]1[C:14]2[C:9](=[C:10]([F:19])[CH:11]=[CH:12][C:13]=2[O:15][CH2:16][CH2:17][CH3:18])[C:8](=[O:20])[C:7]([C:21]2[CH:26]=[CH:25][C:24]([O:27][CH3:28])=[CH:23][CH:22]=2)=[CH:6]1)=[O:2].[OH-].[K+:32]. The catalyst is C(O)(C)C. The product is [K+:32].[K+:32].[P:1]([O-:30])([O-:29])([O:3][CH2:4][N:5]1[C:14]2[C:9](=[C:10]([F:19])[CH:11]=[CH:12][C:13]=2[O:15][CH2:16][CH2:17][CH3:18])[C:8](=[O:20])[C:7]([C:21]2[CH:22]=[CH:23][C:24]([O:27][CH3:28])=[CH:25][CH:26]=2)=[CH:6]1)=[O:2]. The yield is 0.470. (10) The reactants are [Br:1][CH2:2][CH2:3][C:4]1[C:12]2[C:7](=[CH:8][CH:9]=[CH:10][CH:11]=2)[NH:6][CH:5]=1.[Cl:13][C:14]1[N:15]=[C:16]2[N:20]([C:21]=1[S:22](Cl)(=[O:24])=[O:23])[CH:19]=[CH:18][S:17]2.CC(C)([O-])C.[K+]. The catalyst is C1COCC1. The product is [Br:1][CH2:2][CH2:3][C:4]1[C:12]2[C:7](=[CH:8][CH:9]=[CH:10][CH:11]=2)[N:6]([S:22]([C:21]2[N:20]3[C:16]([S:17][CH:18]=[CH:19]3)=[N:15][C:14]=2[Cl:13])(=[O:23])=[O:24])[CH:5]=1. The yield is 0.580.